Dataset: Peptide-MHC class II binding affinity with 134,281 pairs from IEDB. Task: Regression. Given a peptide amino acid sequence and an MHC pseudo amino acid sequence, predict their binding affinity value. This is MHC class II binding data. (1) The peptide sequence is YDKTLANVSTVLTGK. The MHC is DRB1_1302 with pseudo-sequence DRB1_1302. The binding affinity (normalized) is 0.640. (2) The peptide sequence is AAETAGTTVYGAFAA. The MHC is HLA-DPA10103-DPB10401 with pseudo-sequence HLA-DPA10103-DPB10401. The binding affinity (normalized) is 0.209.